This data is from Full USPTO retrosynthesis dataset with 1.9M reactions from patents (1976-2016). The task is: Predict the reactants needed to synthesize the given product. (1) The reactants are: Cl.[CH2:2]([O:9][C:10](=[O:16])[C@H:11]1[CH2:15][CH2:14][CH2:13][NH:12]1)[C:3]1[CH:8]=[CH:7][CH:6]=[CH:5][CH:4]=1.[CH:17]1([C:26]([OH:28])=O)[CH2:22][CH2:21][CH2:20][CH:19]([C:23]([OH:25])=O)[CH2:18]1. Given the product [CH2:2]([O:9][C:10]([C@H:11]1[CH2:15][CH2:14][CH2:13][N:12]1[C:23]([CH:19]1[CH2:20][CH2:21][CH2:22][CH:17]([C:26]([N:12]2[CH2:13][CH2:14][CH2:15][C@@H:11]2[C:10]([O:9][CH2:2][C:3]2[CH:8]=[CH:7][CH:6]=[CH:5][CH:4]=2)=[O:16])=[O:28])[CH2:18]1)=[O:25])=[O:16])[C:3]1[CH:4]=[CH:5][CH:6]=[CH:7][CH:8]=1, predict the reactants needed to synthesize it. (2) Given the product [CH3:16][C:11]1([CH3:17])[O:10][C@@H:9]([CH2:8][CH2:7][OH:6])[C:13]([CH3:15])([CH3:14])[O:12]1, predict the reactants needed to synthesize it. The reactants are: C([Si](C)(C)[O:6][CH2:7][CH2:8][C@H:9]1[C:13]([CH3:15])([CH3:14])[O:12][C:11]([CH3:17])([CH3:16])[O:10]1)(C)(C)C.[F-].C([N+](CCCC)(CCCC)CCCC)CCC.O. (3) Given the product [CH:18]1([N:22]2[CH2:28][CH2:27][CH2:26][N:25]([C:13]([C@@H:10]3[CH2:11][CH2:12][NH:8][CH2:9]3)=[O:15])[CH2:24][CH2:23]2)[CH2:21][CH2:20][CH2:19]1, predict the reactants needed to synthesize it. The reactants are: C(OC([N:8]1[CH2:12][CH2:11][C@@H:10]([C:13]([OH:15])=O)[CH2:9]1)=O)(C)(C)C.Cl.Cl.[CH:18]1([N:22]2[CH2:28][CH2:27][CH2:26][NH:25][CH2:24][CH2:23]2)[CH2:21][CH2:20][CH2:19]1. (4) Given the product [CH3:1][S:2]([CH2:5][C:6]1[CH:11]=[C:10]([N:12]2[CH2:17][CH2:16][O:15][CH2:14][CH2:13]2)[N:9]=[C:8]([C:18]2[CH:24]=[CH:23][C:21]([NH:22][C:29](=[O:30])[NH:28][CH:25]([CH3:27])[CH3:26])=[CH:20][CH:19]=2)[N:7]=1)(=[O:4])=[O:3], predict the reactants needed to synthesize it. The reactants are: [CH3:1][S:2]([CH2:5][C:6]1[CH:11]=[C:10]([N:12]2[CH2:17][CH2:16][O:15][CH2:14][CH2:13]2)[N:9]=[C:8]([C:18]2[CH:24]=[CH:23][C:21]([NH2:22])=[CH:20][CH:19]=2)[N:7]=1)(=[O:4])=[O:3].[CH:25]([N:28]=[C:29]=[O:30])([CH3:27])[CH3:26]. (5) Given the product [Br:1][C:2]1[CH:3]=[CH:4][C:5]([CH:8]([O:29][C:40]2[CH:41]=[CH:42][C:37]([O:30][C:31]3[CH:36]=[CH:35][CH:34]=[CH:33][CH:32]=3)=[CH:38][CH:39]=2)[CH2:9][CH2:10][N:11]2[CH2:16][CH2:15][CH:14]([C:17]3[CH:18]=[C:19]([NH:23][C:24](=[O:28])[CH:25]([CH3:26])[CH3:27])[CH:20]=[CH:21][CH:22]=3)[CH2:13][CH2:12]2)=[CH:6][CH:7]=1, predict the reactants needed to synthesize it. The reactants are: [Br:1][C:2]1[CH:7]=[CH:6][C:5]([CH:8]([OH:29])[CH2:9][CH2:10][N:11]2[CH2:16][CH2:15][CH:14]([C:17]3[CH:18]=[C:19]([NH:23][C:24](=[O:28])[CH:25]([CH3:27])[CH3:26])[CH:20]=[CH:21][CH:22]=3)[CH2:13][CH2:12]2)=[CH:4][CH:3]=1.[O:30]([C:37]1[CH:42]=[CH:41][C:40](O)=[CH:39][CH:38]=1)[C:31]1[CH:36]=[CH:35][CH:34]=[CH:33][CH:32]=1. (6) Given the product [CH3:1][C:2]1([C:15]2[CH:24]=[CH:23][C:22]3[C:21]([CH3:26])([CH3:25])[CH2:20][CH2:19][C:18]([CH3:28])([CH3:27])[C:17]=3[CH:16]=2)[C:6]2[CH:7]=[C:8]([C:11]([OH:13])=[O:12])[CH:9]=[CH:10][C:5]=2[O:4][CH2:3]1, predict the reactants needed to synthesize it. The reactants are: [CH3:1][C:2]1([C:15]2[CH:24]=[CH:23][C:22]3[C:21]([CH3:26])([CH3:25])[CH2:20][CH2:19][C:18]([CH3:28])([CH3:27])[C:17]=3[CH:16]=2)[C:6]2[CH:7]=[C:8]([C:11]([O:13]C)=[O:12])[CH:9]=[CH:10][C:5]=2[O:4][CH2:3]1.[OH-].[Na+].[OH-].[Li+].O.